This data is from TCR-epitope binding with 47,182 pairs between 192 epitopes and 23,139 TCRs. The task is: Binary Classification. Given a T-cell receptor sequence (or CDR3 region) and an epitope sequence, predict whether binding occurs between them. (1) The epitope is FIAGLIAIV. The TCR CDR3 sequence is CASSNLNLAKNIQYF. Result: 1 (the TCR binds to the epitope). (2) The epitope is DATYQRTRALVR. The TCR CDR3 sequence is CASSLAGGSYNEQFF. Result: 0 (the TCR does not bind to the epitope). (3) The epitope is FVDGVPFVV. The TCR CDR3 sequence is CASSGGQGLNTEAFF. Result: 1 (the TCR binds to the epitope). (4) The epitope is FPPTSFGPL. The TCR CDR3 sequence is CASSQQGWGTDTQYF. Result: 0 (the TCR does not bind to the epitope). (5) The epitope is RPHERNGFTVL. The TCR CDR3 sequence is CASSLWGGGDREQYF. Result: 0 (the TCR does not bind to the epitope). (6) The epitope is GTSGSPIINR. The TCR CDR3 sequence is CASSVADAGAISSGANVLTF. Result: 1 (the TCR binds to the epitope).